Dataset: Reaction yield outcomes from USPTO patents with 853,638 reactions. Task: Predict the reaction yield, written as a fraction of the theoretical maximum amount of product (1.0 means a 100% yield; for example, 0.34 means a 34% yield). (1) The reactants are [N+:1]([C:4]1[CH:9]=[CH:8][N+:7]([O-:10])=[CH:6][CH:5]=1)([O-:3])=[O:2].Cl[CH2:12][S:13]([C:16]1[CH:21]=[CH:20][CH:19]=[CH:18][CH:17]=1)(=[O:15])=[O:14].[OH-].[K+].Cl. The catalyst is CS(C)=O.O. The product is [N+:1]([C:4]1[CH:9]=[CH:8][N+:7]([O-:10])=[CH:6][C:5]=1[CH2:12][S:13]([C:16]1[CH:21]=[CH:20][CH:19]=[CH:18][CH:17]=1)(=[O:15])=[O:14])([O-:3])=[O:2]. The yield is 0.410. (2) The reactants are [CH:1]([N:4]1[C:12]2[C:7](=[CH:8][CH:9]=[CH:10][CH:11]=2)[CH:6]=[CH:5]1)([CH3:3])[CH3:2].[C:13](Cl)(=[O:17])[C:14]([Cl:16])=[O:15].[N:19]1([CH2:25][CH2:26][CH2:27][NH2:28])[CH2:24][CH2:23][CH2:22][CH2:21][CH2:20]1.C(N(CC)CC)C. The catalyst is C(OCC)C.C1COCC1. The product is [ClH:16].[CH:1]([N:4]1[C:12]2[C:7](=[CH:8][CH:9]=[CH:10][CH:11]=2)[C:6]([C:13](=[O:17])[C:14]([NH:28][CH2:27][CH2:26][CH2:25][N:19]2[CH2:24][CH2:23][CH2:22][CH2:21][CH2:20]2)=[O:15])=[CH:5]1)([CH3:3])[CH3:2]. The yield is 1.00.